From a dataset of Reaction yield outcomes from USPTO patents with 853,638 reactions. Predict the reaction yield, written as a fraction of the theoretical maximum amount of product (1.0 means a 100% yield; for example, 0.34 means a 34% yield). (1) The catalyst is C(#N)C. The yield is 0.800. The reactants are [F:1][C:2]([F:31])([F:30])[C:3]1[CH:4]=[C:5]([CH:23]=[C:24]([C:26]([F:29])([F:28])[F:27])[CH:25]=1)[CH2:6][NH:7][CH2:8][C:9]1[CH:14]=[CH:13][CH:12]=[CH:11][C:10]=1[C:15]1[CH:20]=[CH:19][CH:18]=[CH:17][C:16]=1[O:21][CH3:22].C=O.[C:34]([BH3-])#N.[Na+].O. The product is [F:1][C:2]([F:30])([F:31])[C:3]1[CH:4]=[C:5]([CH:23]=[C:24]([C:26]([F:29])([F:28])[F:27])[CH:25]=1)[CH2:6][N:7]([CH2:8][C:9]1[CH:14]=[CH:13][CH:12]=[CH:11][C:10]=1[C:15]1[CH:20]=[CH:19][CH:18]=[CH:17][C:16]=1[O:21][CH3:22])[CH3:34]. (2) The reactants are [OH:1][N:2]([CH3:29])[C:3](=[NH:28])/[C:4](=[N:11]\[O:12][CH2:13][C:14]1[N:19]=[C:18]([NH:20][C:21](=[O:27])[O:22][C:23]([CH3:26])([CH3:25])[CH3:24])[CH:17]=[CH:16][CH:15]=1)/[C:5]1[CH:10]=[CH:9][CH:8]=[CH:7][CH:6]=1.[C:30](N1C=CN=C1)(N1C=CN=C1)=[O:31]. The catalyst is C(#N)C. The product is [CH3:29][N:2]1[C:3](/[C:4](=[N:11]\[O:12][CH2:13][C:14]2[N:19]=[C:18]([NH:20][C:21](=[O:27])[O:22][C:23]([CH3:25])([CH3:26])[CH3:24])[CH:17]=[CH:16][CH:15]=2)/[C:5]2[CH:10]=[CH:9][CH:8]=[CH:7][CH:6]=2)=[N:28][C:30](=[O:31])[O:1]1. The yield is 0.730.